Regression/Classification. Given a drug SMILES string, predict its absorption, distribution, metabolism, or excretion properties. Task type varies by dataset: regression for continuous measurements (e.g., permeability, clearance, half-life) or binary classification for categorical outcomes (e.g., BBB penetration, CYP inhibition). For this dataset (b3db_regression), we predict Y. From a dataset of Blood-brain barrier permeability regression values from the B3DB database. The compound is CC1=C(C(=O)N(N1C)C2=CC=CC=C2)[18F]. The Y is -0.0500 log(BB ratio).